Dataset: Reaction yield outcomes from USPTO patents with 853,638 reactions. Task: Predict the reaction yield, written as a fraction of the theoretical maximum amount of product (1.0 means a 100% yield; for example, 0.34 means a 34% yield). The reactants are [Br:1][C:2]1[CH:7]=[C:6]([CH2:8][O:9][CH:10]2[CH2:15][CH2:14][CH2:13][CH2:12][O:11]2)[CH:5]=[C:4]([Br:16])[C:3]=1[CH2:17][C:18]#[N:19].[H-].[Na+].[Cl:22][C:23]1[N:24]=[N:25][C:26](Cl)=[CH:27][C:28]=1[CH:29]([CH3:31])[CH3:30].[Cl-].[Na+].C(=O)(O)[O-].[Na+]. The catalyst is CN(C)C=O.O. The product is [Cl:22][C:23]1[N:24]=[N:25][C:26]([CH:17]([C:3]2[C:2]([Br:1])=[CH:7][C:6]([CH2:8][O:9][CH:10]3[CH2:15][CH2:14][CH2:13][CH2:12][O:11]3)=[CH:5][C:4]=2[Br:16])[C:18]#[N:19])=[CH:27][C:28]=1[CH:29]([CH3:31])[CH3:30]. The yield is 0.650.